This data is from Forward reaction prediction with 1.9M reactions from USPTO patents (1976-2016). The task is: Predict the product of the given reaction. (1) Given the reactants Br[C:2]1[N:7]2[CH:8]=[N:9][N:10]=[C:6]2[C:5]([N:11]2[CH2:16][CH2:15][N:14]([C:17]([O:19][C:20]([CH3:23])([CH3:22])[CH3:21])=[O:18])[CH2:13][CH2:12]2)=[N:4][CH:3]=1.[Br-].[CH2:25]([Zn+])[CH:26]([CH3:28])[CH3:27].C1COCC1, predict the reaction product. The product is: [CH2:25]([C:2]1[N:7]2[CH:8]=[N:9][N:10]=[C:6]2[C:5]([N:11]2[CH2:16][CH2:15][N:14]([C:17]([O:19][C:20]([CH3:23])([CH3:22])[CH3:21])=[O:18])[CH2:13][CH2:12]2)=[N:4][CH:3]=1)[CH:26]([CH3:28])[CH3:27]. (2) Given the reactants [OH:1][B:2]1[C:6]2[CH:7]=[CH:8][C:9]([O:11][C:12]3[CH:22]=[CH:21][C:15]([C:16]([O:18]CC)=[O:17])=[CH:14][N:13]=3)=[CH:10][C:5]=2[CH2:4][O:3]1.Cl, predict the reaction product. The product is: [OH:1][B:2]1[C:6]2[CH:7]=[CH:8][C:9]([O:11][C:12]3[CH:22]=[CH:21][C:15]([C:16]([OH:18])=[O:17])=[CH:14][N:13]=3)=[CH:10][C:5]=2[CH2:4][O:3]1. (3) Given the reactants [CH:1]1([N:4]2[C:13]3[C:8](=[CH:9][C:10]([F:20])=[C:11]([N:14]4[CH2:19][CH2:18][NH:17][CH2:16][CH2:15]4)[CH:12]=3)[C:7](=[O:21])[C:6]([C:22]([OH:24])=[O:23])=[CH:5]2)[CH2:3][CH2:2]1.N1C=CC=CC=1.[C:31](Cl)(=[O:35])[C:32]([CH3:34])=[CH2:33], predict the reaction product. The product is: [CH:1]1([N:4]2[C:13]3[C:8](=[CH:9][C:10]([F:20])=[C:11]([N:14]4[CH2:19][CH2:18][N:17]([C:31](=[O:35])[C:32]([CH3:34])=[CH2:33])[CH2:16][CH2:15]4)[CH:12]=3)[C:7](=[O:21])[C:6]([C:22]([OH:24])=[O:23])=[CH:5]2)[CH2:2][CH2:3]1. (4) Given the reactants [C:1]([NH:8][C@H:9]([C:11](N)=O)[CH3:10])([O:3][C:4]([CH3:7])([CH3:6])[CH3:5])=[O:2].F[B-](F)(F)F.C([O+](CC)CC)C.[F:26][C:27]1[CH:28]=[C:29]([NH:34][C:35]2[CH:40]=[CH:39][CH:38]=[CH:37][N:36]=2)[C:30]([NH2:33])=[CH:31][CH:32]=1, predict the reaction product. The product is: [C:4]([O:3][C:1](=[O:2])[NH:8][C@H:9]([C:10]1[N:34]([C:35]2[CH:40]=[CH:39][CH:38]=[CH:37][N:36]=2)[C:29]2[CH:28]=[C:27]([F:26])[CH:32]=[CH:31][C:30]=2[N:33]=1)[CH3:11])([CH3:7])([CH3:6])[CH3:5]. (5) Given the reactants [F:1][C:2]1[C:8]([F:9])=[CH:7][CH:6]=[CH:5][C:3]=1[NH2:4].[Na+].[N+]([C:14]1[CH:15]=C(S([O-])(=O)=O)C=C[CH:19]=1)([O-])=O.OS(O)(=O)=O.[OH-].[Na+], predict the reaction product. The product is: [F:9][C:8]1[C:2]([F:1])=[C:3]2[C:5]([CH:19]=[CH:14][CH:15]=[N:4]2)=[CH:6][CH:7]=1. (6) Given the reactants [C:1]([N:9]1[CH:18]=[CH:17][C:16]2[C:11](=[CH:12][C:13]([O:21][CH3:22])=[C:14]([O:19][CH3:20])[CH:15]=2)[CH:10]1[C:23]#[N:24])(=[O:8])[C:2]1[CH:7]=[CH:6][CH:5]=[CH:4][CH:3]=1.[CH3:25][O:26]C1C=C2C(=C(OC)C=1OC)C=NC=C2, predict the reaction product. The product is: [C:1]([N:9]1[CH:18]=[CH:17][C:16]2[C:11](=[C:12]([O:26][CH3:25])[C:13]([O:21][CH3:22])=[C:14]([O:19][CH3:20])[CH:15]=2)[CH:10]1[C:23]#[N:24])(=[O:8])[C:2]1[CH:3]=[CH:4][CH:5]=[CH:6][CH:7]=1. (7) Given the reactants [F:1][C:2]1[CH:3]=[C:4]([C:9]2[O:10][C:11]3[CH:16]=[C:15]([O:17][CH2:18][C@@H:19]([NH:21][C:22](=[O:24])[CH3:23])[CH3:20])[N:14]=[CH:13][C:12]=3[N:25]=2)[CH:5]=[CH:6][C:7]=1[OH:8].CS(O[CH2:31][CH2:32][CH:33]1[CH2:35][C:34]1([F:37])[F:36])(=O)=O.C(=O)([O-])[O-].[K+].[K+].CN(C=O)C, predict the reaction product. The product is: [F:36][C:34]1([F:37])[CH2:35][CH:33]1[CH2:32][CH2:31][O:8][C:7]1[CH:6]=[CH:5][C:4]([C:9]2[O:10][C:11]3[CH:16]=[C:15]([O:17][CH2:18][C@@H:19]([NH:21][C:22](=[O:24])[CH3:23])[CH3:20])[N:14]=[CH:13][C:12]=3[N:25]=2)=[CH:3][C:2]=1[F:1].